This data is from Reaction yield outcomes from USPTO patents with 853,638 reactions. The task is: Predict the reaction yield, written as a fraction of the theoretical maximum amount of product (1.0 means a 100% yield; for example, 0.34 means a 34% yield). (1) The reactants are [Cl:1][C:2]1[CH:51]=[C:50]([Cl:52])[CH:49]=[CH:48][C:3]=1[O:4][C:5]1[CH:46]=[CH:45][C:44]([Cl:47])=[CH:43][C:6]=1[O:7][CH2:8][C:9]1[CH2:10][S:11][C@@H:12]2[CH:32]([NH:33][C:34](=[O:41])[CH2:35][N:36]3[CH:40]=[N:39][N:38]=[N:37]3)[C:31](=[O:42])[N:13]2[C:14]=1[C:15]([O:17]C(C1C=CC=CC=1)C1C=CC=CC=1)=[O:16].C1(OC)C=CC=CC=1.FC(F)(F)C(O)=O. The catalyst is CCOCC. The product is [Cl:1][C:2]1[CH:51]=[C:50]([Cl:52])[CH:49]=[CH:48][C:3]=1[O:4][C:5]1[CH:46]=[CH:45][C:44]([Cl:47])=[CH:43][C:6]=1[O:7][CH2:8][C:9]1[CH2:10][S:11][C@@H:12]2[CH:32]([NH:33][C:34](=[O:41])[CH2:35][N:36]3[CH:40]=[N:39][N:38]=[N:37]3)[C:31](=[O:42])[N:13]2[C:14]=1[C:15]([OH:17])=[O:16]. The yield is 0.710. (2) The reactants are [F:1][C:2]1[CH:14]=[CH:13][C:5]([CH2:6][C:7]2([CH2:11][OH:12])[CH2:10][CH2:9][CH2:8]2)=[CH:4][CH:3]=1.[C:15](Cl)(Cl)=[O:16].Cl.Cl.[NH2:21][C@@H:22]([CH2:35][CH2:36][CH2:37][CH2:38][NH:39][S:40]([N:43]([CH3:45])[CH3:44])(=[O:42])=[O:41])[CH:23]([OH:34])[C:24]([NH:26][CH2:27][C:28]1[CH:29]=[N:30][CH:31]=[CH:32][CH:33]=1)=[O:25].C(N(CC)CC)C. The catalyst is O1CCCC1.C1(C)C=CC=CC=1. The product is [CH3:45][N:43]([CH3:44])[S:40]([NH:39][CH2:38][CH2:37][CH2:36][CH2:35][C@H:22]([NH:21][C:15](=[O:16])[O:12][CH2:11][C:7]1([CH2:6][C:5]2[CH:4]=[CH:3][C:2]([F:1])=[CH:14][CH:13]=2)[CH2:8][CH2:9][CH2:10]1)[CH:23]([OH:34])[C:24](=[O:25])[NH:26][CH2:27][C:28]1[CH:29]=[N:30][CH:31]=[CH:32][CH:33]=1)(=[O:41])=[O:42]. The yield is 0.590. (3) The reactants are C([Sn](CCCC)(CCCC)[C:6]1[CH:7]=[C:8]2[CH:28]=[CH:27][CH:26]=[CH:25][C:9]2=[C:10]2[C:18]=1[C:17]1[C:12](=[CH:13][CH:14]=[CH:15][CH:16]=1)[CH:11]2[C:19]1[CH:24]=[CH:23][CH:22]=[CH:21][CH:20]=1)CCC.[I:37]I. The catalyst is C(Cl)Cl. The product is [I:37][C:6]1[CH:7]=[C:8]2[CH:28]=[CH:27][CH:26]=[CH:25][C:9]2=[C:10]2[C:18]=1[C:17]1[C:12](=[CH:13][CH:14]=[CH:15][CH:16]=1)[CH:11]2[C:19]1[CH:24]=[CH:23][CH:22]=[CH:21][CH:20]=1. The yield is 0.800. (4) The reactants are [Br:1][C:2]1[CH:3]=[C:4]([NH2:9])[C:5]([Cl:8])=[N:6][CH:7]=1.C(N(C(C)C)CC)(C)C.[CH3:19][S:20](Cl)(=[O:22])=[O:21].C(=O)([O-])[O-].[K+].[K+].C(O)(=O)CC(CC(O)=O)(C(O)=O)O. The catalyst is ClCCl.O. The product is [Br:1][C:2]1[CH:3]=[C:4]([NH:9][S:20]([CH3:19])(=[O:22])=[O:21])[C:5]([Cl:8])=[N:6][CH:7]=1. The yield is 0.380. (5) The reactants are [CH2:1]([C:5]1[CH:14]=[CH:13][C:8]([C:9]([NH:11][NH2:12])=[O:10])=[CH:7][CH:6]=1)[CH:2]([CH3:4])[CH3:3].[OH:15][CH2:16][C:17]1[CH:25]=[CH:24][C:20]([C:21](O)=[O:22])=[CH:19][CH:18]=1.CN(C(ON1N=NC2C=CC=CC1=2)=[N+](C)C)C.F[P-](F)(F)(F)(F)F.C(N(C(C)C)CC)(C)C. The catalyst is C(OCC)(=O)C.CN(C=O)C. The product is [OH:22][CH2:21][C:20]1[CH:24]=[CH:25][C:17]([C:16]([NH:12][NH:11][C:9](=[O:10])[C:8]2[CH:13]=[CH:14][C:5]([CH2:1][CH:2]([CH3:4])[CH3:3])=[CH:6][CH:7]=2)=[O:15])=[CH:18][CH:19]=1. The yield is 0.560. (6) The reactants are Cl([O-])=O.[Na+].P([O-])(O)(O)=O.[Na+].[CH3:11][O:12][C:13]1[C:14]([O:24][Si:25]([CH:32]([CH3:34])[CH3:33])([CH:29]([CH3:31])[CH3:30])[CH:26]([CH3:28])[CH3:27])=[CH:15][C:16]([N+:21]([O-:23])=[O:22])=[C:17]([CH:20]=1)[CH:18]=[O:19].[OH:35]O.O=O.Cl. The catalyst is O.O1CCCC1. The product is [CH3:11][O:12][C:13]1[C:14]([O:24][Si:25]([CH:29]([CH3:31])[CH3:30])([CH:26]([CH3:28])[CH3:27])[CH:32]([CH3:34])[CH3:33])=[CH:15][C:16]([N+:21]([O-:23])=[O:22])=[C:17]([CH:20]=1)[C:18]([OH:35])=[O:19]. The yield is 1.00. (7) The reactants are [C:1]1([C:6]2[O:7][C:8]3[C:9](=[C:11]([C:23]#[N:24])[C:12]([CH3:22])=[C:13]([C:16]4[CH:21]=[CH:20][CH:19]=[CH:18][CH:17]=4)[C:14]=3F)[N:10]=2)[CH2:5][CH2:4][CH2:3][CH:2]=1.C(N(CC)CC)C.[CH3:32][N:33]([CH3:39])[C@H:34]1[CH2:38][CH2:37][NH:36][CH2:35]1. The catalyst is CS(C)=O. The product is [C:1]1([C:6]2[O:7][C:8]3[C:9](=[C:11]([C:23]#[N:24])[C:12]([CH3:22])=[C:13]([C:16]4[CH:21]=[CH:20][CH:19]=[CH:18][CH:17]=4)[C:14]=3[N:36]3[CH2:37][CH2:38][C@H:34]([N:33]([CH3:39])[CH3:32])[CH2:35]3)[N:10]=2)[CH2:5][CH2:4][CH2:3][CH:2]=1. The yield is 0.180.